Task: Predict the reaction yield, written as a fraction of the theoretical maximum amount of product (1.0 means a 100% yield; for example, 0.34 means a 34% yield).. Dataset: Reaction yield outcomes from USPTO patents with 853,638 reactions The reactants are C([O:8][C:9]1[CH:19]=[CH:18][C:12]2[C:13]([CH3:17])([CH3:16])[CH2:14][O:15][C:11]=2[CH:10]=1)C1C=CC=CC=1.[H][H]. The catalyst is CO.[Pd]. The product is [CH3:16][C:13]1([CH3:17])[C:12]2[CH:18]=[CH:19][C:9]([OH:8])=[CH:10][C:11]=2[O:15][CH2:14]1. The yield is 0.740.